This data is from Forward reaction prediction with 1.9M reactions from USPTO patents (1976-2016). The task is: Predict the product of the given reaction. (1) Given the reactants C(O)(=O)C1C(=CC=C(C=1)O)O.[N:12]1[CH:17]=[C:16]([C@@H:18]2[CH2:23][CH2:22][CH2:21][N:19]2[CH3:20])[CH:15]=[CH:14][CH:13]=1.C(O)(=O)C1C(=CC=C(C=1)O)O.N1C=C(C2CCCN2C)C=CC=1, predict the reaction product. The product is: [N:12]1[CH:17]=[C:16]([CH:18]2[CH2:23][CH2:22][CH2:21][N:19]2[CH3:20])[CH:15]=[CH:14][CH:13]=1. (2) Given the reactants CC(OI1(OC(C)=O)(OC(C)=O)OC(=O)C2C1=CC=CC=2)=O.[Cl:23][C:24]1[C:29]([CH:30]([OH:32])[CH3:31])=[C:28]([Cl:33])[N:27]=[CH:26][N:25]=1.C(=O)(O)[O-].[Na+], predict the reaction product. The product is: [Cl:33][C:28]1[C:29]([C:30](=[O:32])[CH3:31])=[C:24]([Cl:23])[N:25]=[CH:26][N:27]=1. (3) Given the reactants [CH:1]1([CH2:6][CH:7]([C:11]2[CH:16]=[CH:15][C:14]([S:17]([CH3:20])(=[O:19])=[O:18])=[C:13]([C:21]([F:24])([F:23])[F:22])[CH:12]=2)[C:8](O)=[O:9])[CH2:5][CH2:4][CH2:3][CH2:2]1.C1(P(C2C=CC=CC=2)C2C=CC=CC=2)C=CC=CC=1.BrN1C(=O)CCC1=O.[NH2:52][C:53]1[CH:58]=[CH:57][CH:56]=[CH:55][N:54]=1, predict the reaction product. The product is: [CH:1]1([CH2:6][CH:7]([C:11]2[CH:16]=[CH:15][C:14]([S:17]([CH3:20])(=[O:18])=[O:19])=[C:13]([C:21]([F:22])([F:23])[F:24])[CH:12]=2)[C:8]([NH:52][C:53]2[CH:58]=[CH:57][CH:56]=[CH:55][N:54]=2)=[O:9])[CH2:2][CH2:3][CH2:4][CH2:5]1. (4) Given the reactants C([O:3][C:4]1[C:12]2[C:7](=[CH:8][CH:9]=[CH:10][CH:11]=2)[N:6]([C:13]([O:15][C:16]([CH3:19])([CH3:18])[CH3:17])=[O:14])[CH:5]=1)=O.O1CCCC1.C(=O)([O-])[O-].[K+].[K+], predict the reaction product. The product is: [O:3]=[C:4]1[C:12]2[C:7](=[CH:8][CH:9]=[CH:10][CH:11]=2)[N:6]([C:13]([O:15][C:16]([CH3:19])([CH3:18])[CH3:17])=[O:14])[CH2:5]1. (5) Given the reactants C([Li])CCC.[CH3:6][O:7][C:8]1[C:13]2[S:14][CH:15]=[CH:16][C:12]=2[CH:11]=[CH:10][CH:9]=1.B(OC(C)C)(OC(C)C)OC(C)C.C([O-])([O-])=O.[Na+].[Na+].[Cl:36][C:37]1[N:42]=[C:41](Cl)[C:40]([Cl:44])=[CH:39][N:38]=1, predict the reaction product. The product is: [Cl:36][C:37]1[N:42]=[C:41]([C:15]2[S:14][C:13]3[C:8]([O:7][CH3:6])=[CH:9][CH:10]=[CH:11][C:12]=3[CH:16]=2)[C:40]([Cl:44])=[CH:39][N:38]=1.